Dataset: Peptide-MHC class I binding affinity with 185,985 pairs from IEDB/IMGT. Task: Regression. Given a peptide amino acid sequence and an MHC pseudo amino acid sequence, predict their binding affinity value. This is MHC class I binding data. (1) The peptide sequence is KLMHLDVTL. The MHC is HLA-A03:01 with pseudo-sequence HLA-A03:01. The binding affinity (normalized) is 0.178. (2) The peptide sequence is VMWAGPWSS. The MHC is HLA-A02:12 with pseudo-sequence HLA-A02:12. The binding affinity (normalized) is 0.0847. (3) The peptide sequence is HTWTEQYKF. The binding affinity (normalized) is 0.536. The MHC is HLA-A32:01 with pseudo-sequence HLA-A32:01. (4) The peptide sequence is VTSLAIKNY. The MHC is HLA-A31:01 with pseudo-sequence HLA-A31:01. The binding affinity (normalized) is 0.0336. (5) The peptide sequence is KVDFLEENI. The MHC is Mamu-A70103 with pseudo-sequence Mamu-A70103. The binding affinity (normalized) is 0.830.